This data is from Catalyst prediction with 721,799 reactions and 888 catalyst types from USPTO. The task is: Predict which catalyst facilitates the given reaction. Reactant: [C:1]1([C:7]2[N:12]=[CH:11][C:10]([C:13]3[CH:14]=[N:15][N:16]4[C:21]5[NH:22][CH:23]=[CH:24][C:20]=5[C:19]([O:25][CH:26]5[CH2:31][CH2:30][NH:29][CH2:28][CH2:27]5)=[N:18][C:17]=34)=[CH:9][CH:8]=2)[CH:6]=[CH:5][CH:4]=[CH:3][CH:2]=1.[C:32](O)(=[O:36])[C@@H:33]([CH3:35])[OH:34].C1C=CC2N(O)N=NC=2C=1.CCN(C(C)C)C(C)C. Product: [OH:34][C@H:33]([CH3:35])[C:32]([N:29]1[CH2:30][CH2:31][CH:26]([O:25][C:19]2[C:20]3[CH:24]=[CH:23][NH:22][C:21]=3[N:16]3[N:15]=[CH:14][C:13]([C:10]4[CH:11]=[N:12][C:7]([C:1]5[CH:2]=[CH:3][CH:4]=[CH:5][CH:6]=5)=[CH:8][CH:9]=4)=[C:17]3[N:18]=2)[CH2:27][CH2:28]1)=[O:36]. The catalyst class is: 607.